Dataset: HIV replication inhibition screening data with 41,000+ compounds from the AIDS Antiviral Screen. Task: Binary Classification. Given a drug SMILES string, predict its activity (active/inactive) in a high-throughput screening assay against a specified biological target. (1) The compound is I.OCCN(N=Cc1ccc2ccccc2c1)C1=NCCN1. The result is 0 (inactive). (2) The molecule is COC(=O)C12C3C4C5C3(C#N)C1C5(C(=O)OC)C42C(=O)N(C(C)C)C(C)C. The result is 0 (inactive). (3) The drug is FC(F)(F)c1ccc2c3c(c4c(c2n1)OCN(Cc1ccc(Cl)cc1Cl)C4)CN(Cc1ccc(Cl)cc1Cl)CO3. The result is 0 (inactive). (4) The molecule is C=C1CC2CCCC12C=O. The result is 0 (inactive). (5) The compound is O=C1NC(=O)C2(Br)Nc3ccc(Br)cc3C(=O)C2N1. The result is 0 (inactive). (6) The compound is O=C1c2cccn2-c2ccccc2SC1c1ccccc1. The result is 0 (inactive). (7) The drug is CCOC(CN(C)C(=O)Nc1cccc2ccccc12)OCC. The result is 0 (inactive).